This data is from Reaction yield outcomes from USPTO patents with 853,638 reactions. The task is: Predict the reaction yield, written as a fraction of the theoretical maximum amount of product (1.0 means a 100% yield; for example, 0.34 means a 34% yield). (1) The product is [C:1]([O:5][C:6]([NH:8][CH2:16]/[C:17](/[F:38])=[CH:18]\[CH2:19][O:20][Si:21]([C:34]([CH3:37])([CH3:36])[CH3:35])([C:22]1[CH:23]=[CH:24][CH:25]=[CH:26][CH:27]=1)[C:28]1[CH:33]=[CH:32][CH:31]=[CH:30][CH:29]=1)=[O:7])([CH3:4])([CH3:2])[CH3:3]. The yield is 1.00. The catalyst is C1COCC1. The reactants are [C:1]([O:5][C:6]([N:8]([CH2:16]/[C:17](/[F:38])=[CH:18]\[CH2:19][O:20][Si:21]([C:34]([CH3:37])([CH3:36])[CH3:35])([C:28]1[CH:33]=[CH:32][CH:31]=[CH:30][CH:29]=1)[C:22]1[CH:27]=[CH:26][CH:25]=[CH:24][CH:23]=1)C(=O)C(OCC)=O)=[O:7])([CH3:4])([CH3:3])[CH3:2].[Li+].[OH-]. (2) The reactants are C[CH2:2][N:3]=[C:4]=NCCCN(C)C.Cl.[NH2:13][C:14]1[C:22]([N+:23]([O-:25])=[O:24])=[CH:21][CH:20]=[CH:19][C:15]=1[C:16](O)=[O:17].CNC.C1COCC1. The catalyst is ClCCl.ON1C2C=CC=CC=2N=N1. The product is [NH2:13][C:14]1[C:22]([N+:23]([O-:25])=[O:24])=[CH:21][CH:20]=[CH:19][C:15]=1[C:16]([N:3]([CH3:4])[CH3:2])=[O:17]. The yield is 1.00. (3) The reactants are C([O:4][CH2:5][CH:6]1[CH2:13][N:12]2[C:8](=[N:9][C:10]3[CH:17]=[CH:16][CH:15]=[C:14]([N:18]([CH2:21][CH3:22])[CH2:19][CH3:20])[C:11]=32)[N:7]1[C:23]1[CH:28]=[CH:27][C:26]([Cl:29])=[CH:25][C:24]=1[Cl:30])(=O)C.C(=O)([O-])[O-].[K+].[K+]. The catalyst is CO.C(OCC)(=O)C. The product is [Cl:30][C:24]1[CH:25]=[C:26]([Cl:29])[CH:27]=[CH:28][C:23]=1[N:7]1[C:8]2=[N:9][C:10]3[CH:17]=[CH:16][CH:15]=[C:14]([N:18]([CH2:21][CH3:22])[CH2:19][CH3:20])[C:11]=3[N:12]2[CH2:13][CH:6]1[CH2:5][OH:4]. The yield is 0.870.